This data is from Reaction yield outcomes from USPTO patents with 853,638 reactions. The task is: Predict the reaction yield, written as a fraction of the theoretical maximum amount of product (1.0 means a 100% yield; for example, 0.34 means a 34% yield). (1) The reactants are [NH2:1][C:2]1[CH:3]=[C:4]2[C:8](=[CH:9][CH:10]=1)[C:7](=[C:11]1[C:19]3[C:14](=[CH:15][CH:16]=[C:17]([Cl:20])[CH:18]=3)[NH:13][C:12]1=[O:21])[O:6][CH2:5]2.[Br:22][CH2:23][C:24](O[C:24](=[O:25])[CH2:23][Br:22])=[O:25].C(=O)([O-])[O-].[K+].[K+].O. The catalyst is C1COCC1. The product is [Br:22][CH2:23][C:24]([NH:1][C:2]1[CH:3]=[C:4]2[C:8](=[CH:9][CH:10]=1)[C:7](=[C:11]1[C:19]3[C:14](=[CH:15][CH:16]=[C:17]([Cl:20])[CH:18]=3)[NH:13][C:12]1=[O:21])[O:6][CH2:5]2)=[O:25]. The yield is 0.910. (2) The reactants are [CH3:1][O:2][C:3]([C@:5]1([CH2:10][O:11][CH2:12][C:13]2[CH:18]=[CH:17][CH:16]=[CH:15][CH:14]=2)[CH2:9][CH2:8][CH2:7][NH:6]1)=[O:4].C=O.[C:21](O[BH-](OC(=O)C)OC(=O)C)(=O)C.[Na+]. The catalyst is C(Cl)Cl. The product is [CH3:1][O:2][C:3]([C@:5]1([CH2:10][O:11][CH2:12][C:13]2[CH:14]=[CH:15][CH:16]=[CH:17][CH:18]=2)[CH2:9][CH2:8][CH2:7][N:6]1[CH3:21])=[O:4]. The yield is 0.720.